Dataset: Full USPTO retrosynthesis dataset with 1.9M reactions from patents (1976-2016). Task: Predict the reactants needed to synthesize the given product. (1) Given the product [C:1]([C:3]1[C:4]([F:15])=[C:5]([CH:9]=[CH:10][C:11]=1[O:12][CH2:13][CH3:14])[C:6]([N:29]=[N+:30]=[N-:31])=[O:7])#[N:2], predict the reactants needed to synthesize it. The reactants are: [C:1]([C:3]1[C:4]([F:15])=[C:5]([CH:9]=[CH:10][C:11]=1[O:12][CH2:13][CH3:14])[C:6](O)=[O:7])#[N:2].C(N(CC)CC)C.ClC(OCC)=O.[N-:29]=[N+:30]=[N-:31].[Na+]. (2) The reactants are: [F:1][C@H:2]([CH2:13][CH2:14][C:15]1[N:16]=[N:17][C:18](I)=[CH:19][CH:20]=1)[CH2:3][N:4]1[CH:8]=[C:7]([C:9]([NH:11][CH3:12])=[O:10])[N:6]=[N:5]1.[CH3:22][C:23]1[N:28]=[C:27]([CH2:29][C:30]([NH2:32])=[O:31])[CH:26]=[C:25]([C:33]([F:36])([F:35])[F:34])[CH:24]=1.C([O-])([O-])=O.[Cs+].[Cs+].CC1(C)C2C(=C(P(C3C=CC=CC=3)C3C=CC=CC=3)C=CC=2)OC2C(P(C3C=CC=CC=3)C3C=CC=CC=3)=CC=CC1=2. Given the product [F:1][C@H:2]([CH2:13][CH2:14][C:15]1[N:16]=[N:17][C:18]([NH:32][C:30](=[O:31])[CH2:29][C:27]2[CH:26]=[C:25]([C:33]([F:34])([F:35])[F:36])[CH:24]=[C:23]([CH3:22])[N:28]=2)=[CH:19][CH:20]=1)[CH2:3][N:4]1[CH:8]=[C:7]([C:9]([NH:11][CH3:12])=[O:10])[N:6]=[N:5]1, predict the reactants needed to synthesize it. (3) The reactants are: [C:1]1([CH2:7][N:8]([C@@H:16]([CH2:25][C:26]2[CH:31]=[CH:30][CH:29]=[CH:28][CH:27]=2)[C@H:17]([OH:24])[CH2:18][NH:19][CH2:20][CH:21]([CH3:23])[CH3:22])[CH2:9][C:10]2[CH:15]=[CH:14][CH:13]=[CH:12][CH:11]=2)[CH:6]=[CH:5][CH:4]=[CH:3][CH:2]=1.C(O)(=O)C(O)=O.C(=O)([O-])[O-].[K+].[K+].[O:44]1[C:48]2[CH:49]=[CH:50][C:51]([S:53](Cl)(=[O:55])=[O:54])=[CH:52][C:47]=2[O:46][CH2:45]1. Given the product [O:44]1[C:48]2[CH:49]=[CH:50][C:51]([S:53]([N:19]([CH2:18][C@@H:17]([OH:24])[C@@H:16]([N:8]([CH2:9][C:10]3[CH:15]=[CH:14][CH:13]=[CH:12][CH:11]=3)[CH2:7][C:1]3[CH:2]=[CH:3][CH:4]=[CH:5][CH:6]=3)[CH2:25][C:26]3[CH:31]=[CH:30][CH:29]=[CH:28][CH:27]=3)[CH2:20][CH:21]([CH3:23])[CH3:22])(=[O:54])=[O:55])=[CH:52][C:47]=2[O:46][CH2:45]1, predict the reactants needed to synthesize it. (4) Given the product [Br:16][C:13]1[CH:12]=[CH:11][C:10]2[C:6]3[CH:5]=[CH:4][CH:3]=[C:2]([CH3:1])[C:7]=3[S:8][C:9]=2[C:14]=1[CH3:15], predict the reactants needed to synthesize it. The reactants are: [CH3:1][C:2]1[C:7]2[S:8][C:9]3[C:14]([CH3:15])=[CH:13][CH:12]=[CH:11][C:10]=3[C:6]=2[CH:5]=[CH:4][CH:3]=1.[Br:16]Br. (5) Given the product [N:1]1([C:5]([C:7]2[N:12]=[CH:11][C:10]([O:13][C:14]3[CH:15]=[C:16]([CH:27]=[C:28]([OH:30])[CH:29]=3)[C:17]([NH:19][C:20]3[CH:25]=[N:24][C:23]([CH3:26])=[CH:22][N:21]=3)=[O:18])=[CH:9][CH:8]=2)=[O:6])[CH2:2][CH2:3][CH2:4]1, predict the reactants needed to synthesize it. The reactants are: [N:1]1([C:5]([C:7]2[N:12]=[CH:11][C:10]([O:13][C:14]3[CH:15]=[C:16]([CH:27]=[C:28]([O:30]CC4C=CC=CC=4)[CH:29]=3)[C:17]([NH:19][C:20]3[CH:25]=[N:24][C:23]([CH3:26])=[CH:22][N:21]=3)=[O:18])=[CH:9][CH:8]=2)=[O:6])[CH2:4][CH2:3][CH2:2]1.C(O)C.CO. (6) Given the product [CH2:59]([O:58][C:56]([C:2]1[CH:3]=[CH:4][CH:5]=[C:6]2[C:11]=1[N:10]=[C:9]([C:12]1([C:15]3[CH:20]=[CH:19][CH:18]=[CH:17][CH:16]=3)[CH2:14][CH2:13]1)[N:8]=[CH:7]2)=[CH2:57])[CH2:60][CH2:61][CH3:62], predict the reactants needed to synthesize it. The reactants are: Br[C:2]1[CH:3]=[CH:4][CH:5]=[C:6]2[C:11]=1[N:10]=[C:9]([C:12]1([C:15]3[CH:20]=[CH:19][CH:18]=[CH:17][CH:16]=3)[CH2:14][CH2:13]1)[N:8]=[CH:7]2.C(=O)([O-])[O-].[K+].[K+].C1(P(C2C=CC=CC=2)CCCP(C2C=CC=CC=2)C2C=CC=CC=2)C=CC=CC=1.[CH:56]([O:58][CH2:59][CH2:60][CH2:61][CH3:62])=[CH2:57]. (7) Given the product [CH2:1]([N:8]([CH2:14][CH:15]([OH:17])[CH3:16])[CH2:9][CH:10]([OH:13])[CH2:11][CH3:12])[C:2]1[CH:7]=[CH:6][CH:5]=[CH:4][CH:3]=1, predict the reactants needed to synthesize it. The reactants are: [CH2:1]([NH:8][CH2:9][CH:10]([OH:13])[CH2:11][CH3:12])[C:2]1[CH:7]=[CH:6][CH:5]=[CH:4][CH:3]=1.[CH2:14]1[O:17][CH:15]1[CH3:16]. (8) Given the product [CH2:20]([N:8]1[C:9]2[C:5](=[CH:4][C:3]([O:2][CH3:1])=[CH:11][CH:10]=2)[CH:6]=[CH:7]1)[C:17]1[CH:18]=[CH:19][CH:14]=[CH:15][CH:16]=1, predict the reactants needed to synthesize it. The reactants are: [CH3:1][O:2][C:3]1[CH:4]=[C:5]2[C:9](=[CH:10][CH:11]=1)[NH:8][CH:7]=[CH:6]2.[H-].[Na+].[CH:14]1[CH:19]=[CH:18][C:17]([CH2:20]Br)=[CH:16][CH:15]=1.